This data is from Reaction yield outcomes from USPTO patents with 853,638 reactions. The task is: Predict the reaction yield, written as a fraction of the theoretical maximum amount of product (1.0 means a 100% yield; for example, 0.34 means a 34% yield). (1) The reactants are [F:1][C:2]1[CH:3]=[CH:4][C:5]2[N:9]=[C:8]([C@@H:10]([NH2:12])[CH3:11])[N:7]([C:13]3[CH:18]=[CH:17][CH:16]=[CH:15][N:14]=3)[C:6]=2[CH:19]=1.Cl[C:21]1[N:29]=[CH:28][N:27]=[C:26]2[C:22]=1[N:23]=[CH:24][N:25]2C1CCCCO1.CCN(C(C)C)C(C)C. The catalyst is CC(O)C. The product is [F:1][C:2]1[CH:3]=[CH:4][C:5]2[N:9]=[C:8]([CH:10]([NH:12][C:21]3[N:29]=[CH:28][N:27]=[C:26]4[C:22]=3[N:23]=[CH:24][NH:25]4)[CH3:11])[N:7]([C:13]3[CH:18]=[CH:17][CH:16]=[CH:15][N:14]=3)[C:6]=2[CH:19]=1. The yield is 0.630. (2) The reactants are [OH:1][CH2:2][CH:3]1[CH2:20][N:7]2[CH2:8][CH2:9][N:10]([C:12]3[C:17]([Cl:18])=[CH:16][C:15]([Cl:19])=[CH:14][N:13]=3)[CH2:11][CH:6]2[CH2:5][CH2:4]1.[F:21][C:22]1[CH:27]=[CH:26][C:25](O)=[CH:24][CH:23]=1.C1(P(C2C=CC=CC=2)C2C=CC=CC=2)C=CC=CC=1.N(C(OCC)=O)=NC(OCC)=O.Cl. The catalyst is C1COCC1.C(OCC)(=O)C.CCOCC. The product is [F:21][C:22]1[CH:27]=[CH:26][C:25]([O:1][CH2:2][CH:3]2[CH2:20][N:7]3[CH2:8][CH2:9][N:10]([C:12]4[C:17]([Cl:18])=[CH:16][C:15]([Cl:19])=[CH:14][N:13]=4)[CH2:11][CH:6]3[CH2:5][CH2:4]2)=[CH:24][CH:23]=1. The yield is 0.870. (3) The reactants are [F:1][C:2]1[C:7]([C:8]2[N:13]=[C:12]([CH3:14])[N:11]=[C:10]([N:15]([CH2:25][C:26]3[CH:31]=[CH:30][C:29]([O:32][CH3:33])=[CH:28][CH:27]=3)[CH2:16][C:17]3[CH:22]=[CH:21][C:20]([O:23][CH3:24])=[CH:19][CH:18]=3)[CH:9]=2)=[CH:6][C:5]([C@H:34]([N:36]2[CH2:41][CH2:40][NH:39][CH2:38][CH2:37]2)[CH3:35])=[CH:4][N:3]=1.CCN(CC)CC.[CH3:49][S:50](Cl)(=[O:52])=[O:51].[OH-].[Na+]. The catalyst is C(Cl)Cl. The product is [F:1][C:2]1[C:7]([C:8]2[N:13]=[C:12]([CH3:14])[N:11]=[C:10]([N:15]([CH2:16][C:17]3[CH:18]=[CH:19][C:20]([O:23][CH3:24])=[CH:21][CH:22]=3)[CH2:25][C:26]3[CH:31]=[CH:30][C:29]([O:32][CH3:33])=[CH:28][CH:27]=3)[CH:9]=2)=[CH:6][C:5]([C@H:34]([N:36]2[CH2:37][CH2:38][N:39]([S:50]([CH3:49])(=[O:52])=[O:51])[CH2:40][CH2:41]2)[CH3:35])=[CH:4][N:3]=1. The yield is 0.621. (4) The reactants are [Cl:1][C:2]1[N:7]=[CH:6][C:5]([CH:8]2[CH2:12][CH2:11][C:10](=[O:13])[CH2:9]2)=[CH:4][CH:3]=1.CO.[BH4-].[Na+]. The catalyst is C(Cl)Cl.O. The product is [Cl:1][C:2]1[N:7]=[CH:6][C:5]([CH:8]2[CH2:12][CH2:11][CH:10]([OH:13])[CH2:9]2)=[CH:4][CH:3]=1. The yield is 1.00. (5) The reactants are [F:1][C:2]1[CH:20]=[CH:19][C:5]([CH2:6][NH:7][C@H:8]2[C@@H:13]3[CH2:14][C@@H:10]([CH2:11][CH2:12]3)[C@H:9]2[C:15](OC)=[O:16])=[CH:4][CH:3]=1.[CH3:21][S:22]([NH:25][C:26]1[CH:41]=[CH:40][C:29]2[NH:30][C:31]([CH2:36][C:37](O)=[O:38])=[N:32][S:33](=[O:35])(=[O:34])[C:28]=2[CH:27]=1)(=[O:24])=[O:23].CN1CCOCC1.Cl.CN(C)CCCN=C=NCC.C(N(CC)CC)C. The catalyst is CN(C)C=O.C(OCC)(=O)C.CO. The product is [F:1][C:2]1[CH:3]=[CH:4][C:5]([CH2:6][N:7]2[C:37](=[O:38])[C:36]([C:31]3[NH:30][C:29]4[CH:40]=[CH:41][C:26]([NH:25][S:22]([CH3:21])(=[O:24])=[O:23])=[CH:27][C:28]=4[S:33](=[O:35])(=[O:34])[N:32]=3)=[C:15]([OH:16])[C@H:9]3[C@@H:8]2[C@@H:13]2[CH2:14][C@H:10]3[CH2:11][CH2:12]2)=[CH:19][CH:20]=1. The yield is 0.480. (6) The reactants are [F:1][C:2]1[CH:7]=[C:6]([O:8][CH2:9][O:10][CH3:11])[CH:5]=[CH:4][C:3]=1[N+:12]([O-])=O.[H][H]. The catalyst is [C].[Pd].C(O)C. The product is [F:1][C:2]1[CH:7]=[C:6]([O:8][CH2:9][O:10][CH3:11])[CH:5]=[CH:4][C:3]=1[NH2:12]. The yield is 0.730. (7) The reactants are [NH:1]1[C:9]2[C:4](=[CH:5][CH:6]=[CH:7][CH:8]=2)[C:3]([CH2:10][CH:11](N)C2C=CC=CC=2)=[CH:2]1.[CH3:19][N:20](C)[C:21]1(C2C=CC=CC=2)CCC(=O)CC1.[C:35]([OH:38])(=[O:37])[CH3:36].[BH-]([O:40][C:41]([CH3:43])=[O:42])([O:40][C:41]([CH3:43])=[O:42])[O:40][C:41]([CH3:43])=[O:42].[Na+].C([O-])(O)=O.[Na+].Cl[CH2:59][CH2:60][Cl:61]. The catalyst is O1CCCC1. The product is [CH3:19][N:20]([CH2:6][CH2:5][C@H:4]([C:9]1[CH:8]=[CH:7][CH:35]=[CH:36][N:1]=1)[C:3]1[CH:2]=[CH:59][C:60]([Cl:61])=[CH:11][CH:10]=1)[CH3:21].[CH:43](/[C:41]([OH:42])=[O:40])=[CH:36]/[C:35]([OH:38])=[O:37]. The yield is 0.670. (8) The reactants are N(C(OCC)=O)=N[C:3](OCC)=O.C1(C)C=CC=CC=1.O[CH2:21][C@H:22]([NH:30][S:31]([C:34]1[CH:39]=[CH:38][CH:37]=[CH:36][C:35]=1[N+:40]([O-:42])=[O:41])(=[O:33])=[O:32])[C@@H:23]1[CH2:27][C@@H:26]([CH3:28])[C:25](=[O:29])[O:24]1.C1(P(C2C=CC=CC=2)C2C=CC=CC=2)C=CC=CC=1. The catalyst is O1CCCC1. The product is [CH2:28]([C@@H:26]1[CH2:27][C@@H:23]([CH:22]2[CH2:21][N@@:30]2[S:31]([C:34]2[CH:39]=[CH:38][CH:37]=[CH:36][C:35]=2[N+:40]([O-:42])=[O:41])(=[O:33])=[O:32])[O:24][C:25]1=[O:29])[CH3:3]. The yield is 0.920. (9) The reactants are [F:1][C:2]1[CH:7]=[C:6]([F:8])[CH:5]=[CH:4][C:3]=1[C@:9]([OH:30])([C:16]([C:18]1[CH:23]=[CH:22][C:21]([C:24]2[N:28]([CH3:29])[N:27]=[CH:26][CH:25]=2)=[CH:20][CH:19]=1)=[CH2:17])[CH2:10][N:11]1[CH:15]=[N:14][CH:13]=[N:12]1. The catalyst is C(O)C.[Pd]. The product is [F:1][C:2]1[CH:7]=[C:6]([F:8])[CH:5]=[CH:4][C:3]=1[C@:9]([OH:30])([C@H:16]([C:18]1[CH:23]=[CH:22][C:21]([C:24]2[N:28]([CH3:29])[N:27]=[CH:26][CH:25]=2)=[CH:20][CH:19]=1)[CH3:17])[CH2:10][N:11]1[CH:15]=[N:14][CH:13]=[N:12]1. The yield is 0.620. (10) The reactants are [CH2:1]([CH:3]([CH2:9][C:10]1[CH:15]=[CH:14][C:13]([O:16][CH3:17])=[C:12]([CH2:18][NH:19][C:20](=[O:31])[C:21]2[CH:26]=[CH:25][C:24]([C:27]([F:30])([F:29])[F:28])=[CH:23][CH:22]=2)[CH:11]=1)[C:4]([O:6]CC)=[O:5])[CH3:2].CO.[OH-].[Na+].Cl. The catalyst is O. The product is [CH2:1]([CH:3]([CH2:9][C:10]1[CH:15]=[CH:14][C:13]([O:16][CH3:17])=[C:12]([CH2:18][NH:19][C:20](=[O:31])[C:21]2[CH:22]=[CH:23][C:24]([C:27]([F:29])([F:28])[F:30])=[CH:25][CH:26]=2)[CH:11]=1)[C:4]([OH:6])=[O:5])[CH3:2]. The yield is 0.990.